Dataset: Full USPTO retrosynthesis dataset with 1.9M reactions from patents (1976-2016). Task: Predict the reactants needed to synthesize the given product. (1) Given the product [ClH:32].[ClH:32].[C:1]([C:4]1[CH:5]=[C:6]([CH:29]=[CH:30][CH:31]=1)[O:7][C:8]1[C:13]([C:14]([OH:16])=[O:15])=[CH:12][CH:11]=[C:10]([O:19][C:20]2[CH:25]=[CH:24][CH:23]=[C:22]([C:26](=[NH:27])[NH2:28])[CH:21]=2)[N:9]=1)(=[NH:2])[NH2:3], predict the reactants needed to synthesize it. The reactants are: [C:1]([C:4]1[CH:5]=[C:6]([CH:29]=[CH:30][CH:31]=1)[O:7][C:8]1[C:13]([C:14]([O:16]CC)=[O:15])=[CH:12][CH:11]=[C:10]([O:19][C:20]2[CH:25]=[CH:24][CH:23]=[C:22]([C:26](=[NH:28])[NH2:27])[CH:21]=2)[N:9]=1)(=[NH:3])[NH2:2].[ClH:32]. (2) Given the product [CH:18]1([NH:21][C:22]2[N:24]=[C:5]([C:7]3[C:8]([CH3:16])=[N:9][N:10]4[C:15]=3[CH:14]=[CH:13][CH:12]=[N:11]4)[CH:4]=[CH:3][N:23]=2)[CH2:20][CH2:19]1, predict the reactants needed to synthesize it. The reactants are: CN(C)/[CH:3]=[CH:4]/[C:5]([C:7]1[C:8]([CH3:16])=[N:9][N:10]2[C:15]=1[CH:14]=[CH:13][CH:12]=[N:11]2)=O.[CH:18]1([NH:21][C:22]([NH2:24])=[NH:23])[CH2:20][CH2:19]1.C(=O)([O-])[O-].[K+].[K+]. (3) Given the product [C:1]([O:5][C:6]([N:8]1[CH2:12][CH2:11][C@@H:10]([NH:25][CH2:18][C:19]2[CH:24]=[CH:23][CH:22]=[CH:21][CH:20]=2)[CH2:9]1)=[O:7])([CH3:4])([CH3:3])[CH3:2], predict the reactants needed to synthesize it. The reactants are: [C:1]([O:5][C:6]([N:8]1[CH2:12][CH2:11][C@H:10](OS(C)(=O)=O)[CH2:9]1)=[O:7])([CH3:4])([CH3:3])[CH3:2].[CH2:18]([NH2:25])[C:19]1[CH:24]=[CH:23][CH:22]=[CH:21][CH:20]=1.